This data is from Reaction yield outcomes from USPTO patents with 853,638 reactions. The task is: Predict the reaction yield, written as a fraction of the theoretical maximum amount of product (1.0 means a 100% yield; for example, 0.34 means a 34% yield). The reactants are [Cl:1][C:2]1[CH:3]=[C:4]([CH:7]=[CH:8][C:9]=1[Cl:10])[CH2:5][NH2:6].F[C:12]1[CH:20]=[N:19][CH:18]=[CH:17][C:13]=1[C:14]([OH:16])=[O:15]. No catalyst specified. The product is [Cl:1][C:2]1[CH:3]=[C:4]([CH:7]=[CH:8][C:9]=1[Cl:10])[CH2:5][NH:6][C:17]1[CH:18]=[N:19][CH:20]=[CH:12][C:13]=1[C:14]([OH:16])=[O:15]. The yield is 0.370.